This data is from Peptide-MHC class II binding affinity with 134,281 pairs from IEDB. The task is: Regression. Given a peptide amino acid sequence and an MHC pseudo amino acid sequence, predict their binding affinity value. This is MHC class II binding data. (1) The MHC is DRB5_0101 with pseudo-sequence DRB5_0101. The peptide sequence is GELQIVDKIWAAFKI. The binding affinity (normalized) is 0.775. (2) The peptide sequence is SAFLESQSMNKIGDD. The MHC is DRB1_1302 with pseudo-sequence DRB1_1302. The binding affinity (normalized) is 0.635.